From a dataset of Forward reaction prediction with 1.9M reactions from USPTO patents (1976-2016). Predict the product of the given reaction. Given the reactants [CH2:1]([C:5]1[N:10]2[N:11]=[CH:12][N:13]=[C:9]2[N:8]([C@H:14]2[CH2:19][CH2:18][C@H:17]([O:20][CH2:21]C(OCC)=O)[CH2:16][CH2:15]2)[C:7](=[O:27])[C:6]=1[CH2:28][C:29]1[CH:34]=[CH:33][C:32]([C:35]2[CH:40]=[CH:39][CH:38]=[CH:37][C:36]=2[C:41]#[N:42])=[CH:31][C:30]=1[F:43])[CH2:2][CH2:3][CH3:4].C[Mg]Br.Cl, predict the reaction product. The product is: [CH2:1]([C:5]1[N:10]2[N:11]=[CH:12][N:13]=[C:9]2[N:8]([C@H:14]2[CH2:15][CH2:16][C@H:17]([O:20][CH2:21][C:17]([OH:20])([CH3:18])[CH3:16])[CH2:18][CH2:19]2)[C:7](=[O:27])[C:6]=1[CH2:28][C:29]1[CH:34]=[CH:33][C:32]([C:35]2[C:36]([C:41]#[N:42])=[CH:37][CH:38]=[CH:39][CH:40]=2)=[CH:31][C:30]=1[F:43])[CH2:2][CH2:3][CH3:4].